From a dataset of Forward reaction prediction with 1.9M reactions from USPTO patents (1976-2016). Predict the product of the given reaction. (1) The product is: [Cl:24][C:5]1[C:6]([NH:8][CH:9]2[CH2:23][CH:12]3[CH2:13][N:14]([C:16]([O:18][C:19]([CH3:22])([CH3:21])[CH3:20])=[O:17])[CH2:15][CH:11]3[CH2:10]2)=[N:7][C:2]([NH:32][C:30]2[CH:29]=[N:28][N:27]([CH3:26])[CH:31]=2)=[N:3][CH:4]=1. Given the reactants Cl[C:2]1[N:7]=[C:6]([NH:8][CH:9]2[CH2:23][CH:12]3[CH2:13][N:14]([C:16]([O:18][C:19]([CH3:22])([CH3:21])[CH3:20])=[O:17])[CH2:15][CH:11]3[CH2:10]2)[C:5]([Cl:24])=[CH:4][N:3]=1.Cl.[CH3:26][N:27]1[CH:31]=[C:30]([NH2:32])[CH:29]=[N:28]1.C(N(C(C)C)C(C)C)C, predict the reaction product. (2) Given the reactants [NH2:1][C:2]1[N:7]=[CH:6][C:5]([O:8][C:9]2[C:10]([CH3:24])=[N:11][N:12]([C:15]3[CH:22]=[CH:21][C:18]([C:19]#[N:20])=[C:17]([Cl:23])[CH:16]=3)[C:13]=2[CH3:14])=[CH:4][CH:3]=1.[CH3:25][C:26]([CH3:31])([CH3:30])[C:27](O)=[O:28], predict the reaction product. The product is: [Cl:23][C:17]1[CH:16]=[C:15]([N:12]2[C:13]([CH3:14])=[C:9]([O:8][C:5]3[CH:4]=[CH:3][C:2]([NH:1][C:27](=[O:28])[C:26]([CH3:31])([CH3:30])[CH3:25])=[N:7][CH:6]=3)[C:10]([CH3:24])=[N:11]2)[CH:22]=[CH:21][C:18]=1[C:19]#[N:20]. (3) Given the reactants Cl.[NH2:2][C@H:3]([CH2:33][C:34]1[CH:39]=[CH:38][CH:37]=[CH:36][CH:35]=1)[C:4]([N:6]1[CH2:11][CH2:10][CH:9]([N:12]2[N:21]=[C:20]([C:22]3[CH:27]=[CH:26][C:25]([O:28][CH3:29])=[C:24]([O:30][CH3:31])[CH:23]=3)[C@@H:19]3[C@@H:14]([CH2:15][CH2:16][CH2:17][CH2:18]3)[C:13]2=[O:32])[CH2:8][CH2:7]1)=[O:5].[CH:40]1([CH2:43][O:44][C:45]2[CH:50]=[C:49]([O:51][CH3:52])[C:48]([F:53])=[CH:47][C:46]=2[C:54]2[C:55]3[NH:62][C:61]([CH3:63])=[C:60]([C:64](O)=[O:65])[C:56]=3[N:57]=[CH:58][N:59]=2)[CH2:42][CH2:41]1.CN(C(ON1N=NC2C=CC=NC1=2)=[N+](C)C)C.F[P-](F)(F)(F)(F)F.CCN(C(C)C)C(C)C.C(=O)(O)[O-].[Na+], predict the reaction product. The product is: [CH:40]1([CH2:43][O:44][C:45]2[CH:50]=[C:49]([O:51][CH3:52])[C:48]([F:53])=[CH:47][C:46]=2[C:54]2[C:55]3[NH:62][C:61]([CH3:63])=[C:60]([C:64]([NH:2][C@H:3]([CH2:33][C:34]4[CH:35]=[CH:36][CH:37]=[CH:38][CH:39]=4)[C:4]([N:6]4[CH2:7][CH2:8][CH:9]([N:12]5[N:21]=[C:20]([C:22]6[CH:27]=[CH:26][C:25]([O:28][CH3:29])=[C:24]([O:30][CH3:31])[CH:23]=6)[C@@H:19]6[C@@H:14]([CH2:15][CH2:16][CH2:17][CH2:18]6)[C:13]5=[O:32])[CH2:10][CH2:11]4)=[O:5])=[O:65])[C:56]=3[N:57]=[CH:58][N:59]=2)[CH2:42][CH2:41]1. (4) Given the reactants Br[C:2]1[CH:3]=[N:4][CH:5]=[C:6]([Br:8])[CH:7]=1.[Cl:9][C:10]1[CH:11]=[C:12](B(O)O)[CH:13]=[CH:14][CH:15]=1, predict the reaction product. The product is: [Br:8][C:6]1[CH:5]=[N:4][CH:3]=[C:2]([C:14]2[CH:13]=[CH:12][CH:11]=[C:10]([Cl:9])[CH:15]=2)[CH:7]=1. (5) Given the reactants Br[C:2]1[CH:23]=[CH:22][C:21]([C:24]([F:27])([F:26])[F:25])=[CH:20][C:3]=1[CH2:4][N:5]([CH:11]1[CH2:19][C:18]2[C:13](=[CH:14][CH:15]=[CH:16][CH:17]=2)[CH2:12]1)[C:6]([CH:8]1[CH2:10][CH2:9]1)=[O:7].[B:28]1([B:28]2[O:32][C:31]([CH3:34])([CH3:33])[C:30]([CH3:36])([CH3:35])[O:29]2)[O:32][C:31]([CH3:34])([CH3:33])[C:30]([CH3:36])([CH3:35])[O:29]1, predict the reaction product. The product is: [CH2:12]1[C:13]2[C:18](=[CH:17][CH:16]=[CH:15][CH:14]=2)[CH2:19][CH:11]1[N:5]([CH2:4][C:3]1[CH:20]=[C:21]([C:24]([F:25])([F:27])[F:26])[CH:22]=[CH:23][C:2]=1[B:28]1[O:32][C:31]([CH3:34])([CH3:33])[C:30]([CH3:36])([CH3:35])[O:29]1)[C:6]([CH:8]1[CH2:10][CH2:9]1)=[O:7]. (6) Given the reactants [OH:1][C:2]([CH3:18])([CH3:17])[CH:3]([C:9]1[CH:16]=[CH:15][CH:14]=[CH:13][C:10]=1[C:11]#N)[N:4]1[CH:8]=[CH:7][N:6]=[CH:5]1.S(=O)(=O)(O)[OH:20].C(=O)(O)[O-].[Na+], predict the reaction product. The product is: [N:4]1([CH:3]2[C:9]3[C:10](=[CH:13][CH:14]=[CH:15][CH:16]=3)[C:11](=[O:20])[O:1][C:2]2([CH3:18])[CH3:17])[CH:8]=[CH:7][N:6]=[CH:5]1.